Dataset: Retrosynthesis with 50K atom-mapped reactions and 10 reaction types from USPTO. Task: Predict the reactants needed to synthesize the given product. Given the product CCCCOC(=O)COCCCNC(=O)c1sc(NC(=N)N)nc1C, predict the reactants needed to synthesize it. The reactants are: CCCCOC(=O)COCCCN.Cc1nc(NC(=N)N)sc1C(=O)O.